From a dataset of Tyrosyl-DNA phosphodiesterase HTS with 341,365 compounds. Binary Classification. Given a drug SMILES string, predict its activity (active/inactive) in a high-throughput screening assay against a specified biological target. (1) The result is 0 (inactive). The compound is Fc1cc2CCC(N(c2cc1)C(=O)C(=O)c1c2c(n(c1C)C)cccc2)C. (2) The drug is Oc1ccc(Nc2cc(c(N)cc2)C)cc1. The result is 0 (inactive). (3) The compound is O=C(Nc1ccc(C(C)C)cc1)C(N(C(=O)CNC(=O)C)C)c1ccccc1. The result is 0 (inactive). (4) The drug is O(c1c(/C=C(/NC(=O)c2ccccc2)C(=O)NCCC(O)=O)cccc1)CC. The result is 0 (inactive).